Dataset: Forward reaction prediction with 1.9M reactions from USPTO patents (1976-2016). Task: Predict the product of the given reaction. (1) Given the reactants [CH3:1][C:2]1[N:7]=[C:6]([CH2:8][OH:9])[CH:5]=[CH:4][CH:3]=1.Br[C:11]1[C:12]([NH:18][S:19]([C:22]2[CH:27]=[CH:26][CH:25]=[C:24]([Cl:28])[C:23]=2[Cl:29])(=[O:21])=[O:20])=[N:13][CH:14]=[C:15]([CH3:17])[N:16]=1, predict the reaction product. The product is: [Cl:29][C:23]1[C:24]([Cl:28])=[CH:25][CH:26]=[CH:27][C:22]=1[S:19]([NH:18][C:12]1[C:11]([O:9][CH2:8][C:6]2[CH:5]=[CH:4][CH:3]=[C:2]([CH3:1])[N:7]=2)=[N:16][C:15]([CH3:17])=[CH:14][N:13]=1)(=[O:20])=[O:21]. (2) Given the reactants O.[F:2][C:3]1[C:21]([N:22]2[C:27](=[O:28])[CH:26]=[C:25]([C:29]([F:32])([F:31])[F:30])[N:24]([CH3:33])[C:23]2=[O:34])=[CH:20][C:6]([O:7][C:8]2[C:9]([S:14][CH2:15][C:16]([O:18][CH3:19])=[O:17])=[N:10][CH:11]=[CH:12][CH:13]=2)=[C:5]([N+:35]([O-])=O)[CH:4]=1, predict the reaction product. The product is: [NH2:35][C:5]1[CH:4]=[C:3]([F:2])[C:21]([N:22]2[C:27](=[O:28])[CH:26]=[C:25]([C:29]([F:30])([F:32])[F:31])[N:24]([CH3:33])[C:23]2=[O:34])=[CH:20][C:6]=1[O:7][C:8]1[C:9]([S:14][CH2:15][C:16]([O:18][CH3:19])=[O:17])=[N:10][CH:11]=[CH:12][CH:13]=1. (3) Given the reactants [CH3:1][O:2][CH:3]([O:14][CH3:15])[C:4]1[CH:9]=[C:8]([CH3:10])[C:7]([CH2:11][NH2:12])=[C:6]([CH3:13])[CH:5]=1.CCN(CC)CC.[C:23](OC(=O)C)(=[O:25])[CH3:24], predict the reaction product. The product is: [CH3:15][O:14][CH:3]([O:2][CH3:1])[C:4]1[CH:9]=[C:8]([CH3:10])[C:7]([CH2:11][NH:12][C:23](=[O:25])[CH3:24])=[C:6]([CH3:13])[CH:5]=1. (4) Given the reactants P(Cl)(Cl)(Cl)(Cl)[Cl:2].[CH3:7][C:8]1[CH:21]=[CH:20][C:11]([C:12]([C:14]2[CH:19]=[CH:18][CH:17]=[CH:16][CH:15]=2)=[O:13])=[CH:10][CH:9]=1, predict the reaction product. The product is: [Cl-:2].[Cl-:2].[CH3:7][C:8]1[CH:21]=[CH:20][C:11]([C:12]([C:14]2[CH:19]=[CH:18][CH:17]=[CH:16][CH:15]=2)=[O:13])=[CH:10][CH:9]=1. (5) Given the reactants [NH2:1][C:2]1[CH:3]=[CH:4][C:5]([O:13][CH:14]([C:21]2[CH:26]=[CH:25][CH:24]=[CH:23][CH:22]=2)[C:15]2[CH:20]=[CH:19][CH:18]=[CH:17][CH:16]=2)=[C:6]([C:8](=O)[CH:9]([CH3:11])[CH3:10])[CH:7]=1.C(N(C(C)C)CC)(C)C.[CH2:50]1[C:48](=O)[N:47](OC(O[N:47]2[C:52](=[O:53])[CH2:51][CH2:50][C:48]2=O)=O)[C:52](=[O:53])[CH2:51]1.[NH:54]1[C:58]2[CH:59]=CC(N)=C[C:57]=2[N:56]=[CH:55]1, predict the reaction product. The product is: [CH:14]([O:13][C:5]1[CH:4]=[CH:3][C:2]([NH:1][C:52]([NH:47][C:48]2[CH:50]=[CH:51][C:57]3[N:56]=[CH:55][NH:54][C:58]=3[CH:59]=2)=[O:53])=[CH:7][C:6]=1[CH2:8][CH:9]([CH3:10])[CH3:11])([C:15]1[CH:20]=[CH:19][CH:18]=[CH:17][CH:16]=1)[C:21]1[CH:26]=[CH:25][CH:24]=[CH:23][CH:22]=1.